The task is: Predict the reaction yield, written as a fraction of the theoretical maximum amount of product (1.0 means a 100% yield; for example, 0.34 means a 34% yield).. This data is from Reaction yield outcomes from USPTO patents with 853,638 reactions. (1) The reactants are [Cl:1][C:2]1[CH:10]=[CH:9][C:8]([C:11]2[NH:15][C:14]([C:16]3[CH:21]=[CH:20][CH:19]=[CH:18][CH:17]=3)=[N:13][C:12]=2[C:22]2[CH:27]=[CH:26][N:25]=[C:24]([O:28]C)[CH:23]=2)=[CH:7][C:3]=1[C:4]([OH:6])=[O:5]. The catalyst is Cl. The product is [Cl:1][C:2]1[CH:10]=[CH:9][C:8]([C:11]2[NH:15][C:14]([C:16]3[CH:17]=[CH:18][CH:19]=[CH:20][CH:21]=3)=[N:13][C:12]=2[C:22]2[CH:27]=[CH:26][N:25]=[C:24]([OH:28])[CH:23]=2)=[CH:7][C:3]=1[C:4]([OH:6])=[O:5]. The yield is 0.410. (2) The catalyst is C(OCC)(=O)C.[Pd].O. The product is [CH3:1][O:2][C:3]1[CH:8]=[C:7]([NH:9][C:22](=[O:27])[C:23]([CH3:26])([CH3:25])[CH3:24])[CH:6]=[CH:5][C:4]=1[O:12][CH2:13][O:14][CH3:15]. The yield is 0.980. The reactants are [CH3:1][O:2][C:3]1[CH:8]=[C:7]([N+:9]([O-])=O)[CH:6]=[CH:5][C:4]=1[O:12][CH2:13][O:14][CH3:15].N1C=CC=CC=1.[C:22](Cl)(=[O:27])[C:23]([CH3:26])([CH3:25])[CH3:24].C(=O)([O-])O.[Na+]. (3) The reactants are [CH:1]1([C:6]2[C:7]([OH:17])=[CH:8][C:9]([N+:14]([O-])=O)=[C:10]([CH:13]=2)[C:11]#[N:12])[CH2:5][CH2:4][CH2:3][CH2:2]1. The catalyst is C(O)C.[Pd]. The product is [NH2:14][C:9]1[CH:8]=[C:7]([OH:17])[C:6]([CH:1]2[CH2:2][CH2:3][CH2:4][CH2:5]2)=[CH:13][C:10]=1[C:11]#[N:12]. The yield is 1.00. (4) The reactants are Cl.[F:2][C:3]1[CH:4]=[C:5]([NH:9][NH2:10])[CH:6]=[CH:7][CH:8]=1.[OH-].[Na+].CN([CH:16]=[C:17]([C:21](=O)[CH3:22])[C:18](=[O:20])[CH3:19])C. The catalyst is C(O)C.O. The product is [F:2][C:3]1[CH:4]=[C:5]([N:9]2[C:21]([CH3:22])=[C:17]([C:18](=[O:20])[CH3:19])[CH:16]=[N:10]2)[CH:6]=[CH:7][CH:8]=1. The yield is 0.430. (5) The product is [F:1][C:2]1[CH:3]=[C:4]2[C:6]([CH2:11][CH2:12][C:13](=[O:14])[NH:5]2)=[CH:7][C:8]=1[CH3:9]. The catalyst is CC#N. The yield is 0.110. The reactants are [F:1][C:2]1[CH:3]=[C:4]([CH:6]=[CH:7][C:8]=1[CH3:9])[NH2:5].Cl[CH2:11][CH2:12][C:13](Cl)=[O:14].C([O-])([O-])=O.[K+].[K+].[Al+3].[Cl-].[Cl-].[Cl-].Cl.